From a dataset of Forward reaction prediction with 1.9M reactions from USPTO patents (1976-2016). Predict the product of the given reaction. Given the reactants [CH2:1](Br)[CH:2]=[CH2:3].N[C:6](N)=[S:7].[OH-].[K+].BrC[CH2:13][CH2:14][CH2:15][CH2:16][CH2:17][CH2:18][C:19]([OH:21])=[O:20].[K], predict the reaction product. The product is: [CH2:1]([S:7][CH2:6][CH2:13][CH2:14][CH2:15][CH2:16][CH2:17][CH2:18][C:19]([OH:21])=[O:20])[CH:2]=[CH2:3].